Dataset: Full USPTO retrosynthesis dataset with 1.9M reactions from patents (1976-2016). Task: Predict the reactants needed to synthesize the given product. (1) Given the product [OH:58][CH2:57][CH:56]([NH:55][C:7]([C:6]1[S:5][C:4]([CH2:10][CH2:11][C:12]2[C:13]([C:18]3[CH:19]=[CH:20][CH:21]=[CH:22][CH:23]=3)=[N:14][O:15][C:16]=2[CH3:17])=[N:3][C:2]=1[CH3:1])=[O:8])[CH3:59], predict the reactants needed to synthesize it. The reactants are: [CH3:1][C:2]1[N:3]=[C:4]([CH2:10][CH2:11][C:12]2[C:13]([C:18]3[CH:23]=[CH:22][CH:21]=[CH:20][CH:19]=3)=[N:14][O:15][C:16]=2[CH3:17])[S:5][C:6]=1[C:7](O)=[O:8].F[B-](F)(F)F.N1(OC(N(C)C)=[N+](C)C)C2C=CC=CC=2N=N1.C(N(CC)C(C)C)(C)C.[NH2:55][CH:56]([CH3:59])[CH2:57][OH:58]. (2) Given the product [Br:1][C:2]1[C:3]([O:11][C:12]2[CH:17]=[CH:16][C:15]([F:18])=[CH:14][C:13]=2[F:19])=[N:4][CH:5]=[C:6]([CH2:8][S:22]([CH3:26])(=[O:24])=[O:21])[CH:7]=1, predict the reactants needed to synthesize it. The reactants are: [Br:1][C:2]1[C:3]([O:11][C:12]2[CH:17]=[CH:16][C:15]([F:18])=[CH:14][C:13]=2[F:19])=[N:4][CH:5]=[C:6]([CH2:8]SC)[CH:7]=1.O[O:21][S:22]([O-:24])=O.[K+].[CH3:26]O. (3) Given the product [CH2:13]([O:15][C:16]1[CH:17]=[C:18]([CH:24]([N:30]2[C:41](=[O:40])[C:36]3[C:37](=[CH:43][CH:44]=[CH:45][C:35]=3[NH2:34])[C:38]2=[O:39])[CH2:25][S:26]([CH3:29])(=[O:28])=[O:27])[CH:19]=[CH:20][C:21]=1[O:22][CH3:23])[CH3:14], predict the reactants needed to synthesize it. The reactants are: C(N[C@H](C(O)=O)CC(C)C)(=O)C.[CH2:13]([O:15][C:16]1[CH:17]=[C:18]([C@H:24]([NH2:30])[CH2:25][S:26]([CH3:29])(=[O:28])=[O:27])[CH:19]=[CH:20][C:21]=1[O:22][CH3:23])[CH3:14].C([NH:34][C:35]1[CH:45]=[CH:44][CH:43]=[C:37]2[C:38]([O:40][C:41](=O)[C:36]=12)=[O:39])(=O)C. (4) Given the product [Cl:1][C:2]1[CH:3]=[C:4]([CH:15]=[CH:16][C:17]=1[C:18]([F:19])([F:20])[F:21])[O:5][C:6]1[CH:11]=[CH:10][C:9]([CH2:12][CH2:13][NH:14][C:34]2[NH:35][CH:36]=[C:31]([CH2:30][C:27]3[CH:26]=[N:25][C:24]([O:23][CH3:22])=[N:29][CH:28]=3)[C:32](=[O:39])[N:33]=2)=[CH:8][CH:7]=1, predict the reactants needed to synthesize it. The reactants are: [Cl:1][C:2]1[CH:3]=[C:4]([CH:15]=[CH:16][C:17]=1[C:18]([F:21])([F:20])[F:19])[O:5][C:6]1[CH:11]=[CH:10][C:9]([CH2:12][CH2:13][NH2:14])=[CH:8][CH:7]=1.[CH3:22][O:23][C:24]1[N:29]=[CH:28][C:27]([CH2:30][C:31]2[C:32](=[O:39])[N:33]=[C:34](SC)[NH:35][CH:36]=2)=[CH:26][N:25]=1. (5) Given the product [CH:2]1([C:1]([OH:10])=[O:9])[CH2:14][CH2:13][CH:5]([C:6]([OH:8])=[O:7])[CH:4]=[CH:3]1, predict the reactants needed to synthesize it. The reactants are: [C:1]([OH:10])(=[O:9])/[CH:2]=[CH:3]\[CH:4]=[CH:5]\[C:6]([OH:8])=[O:7].II.[CH2:13]1COC[CH2:14]1. (6) Given the product [F:1][C:2]1[CH:7]=[CH:6][CH:5]=[CH:4][C:3]=1[C:8]1[C:11]2[C:19]3[C:14](=[CH:15][C:16]([CH3:27])=[C:17]([O:20][C:21]4[CH:22]=[N:23][CH:24]=[N:25][CH:26]=4)[CH:18]=3)[NH:13][C:12]=2[C:29]([C:30]([O:32][CH2:33][CH3:34])=[O:31])=[N:10][CH:9]=1, predict the reactants needed to synthesize it. The reactants are: [F:1][C:2]1[CH:7]=[CH:6][CH:5]=[CH:4][C:3]=1[CH:8]([C:11]1[C:19]2[C:14](=[CH:15][C:16]([CH3:27])=[C:17]([O:20][C:21]3[CH:22]=[N:23][CH:24]=[N:25][CH:26]=3)[CH:18]=2)[NH:13][CH:12]=1)[CH2:9][NH2:10].O=[CH:29][C:30]([O:32][CH2:33][CH3:34])=[O:31].Cl.O1CCOCC1. (7) The reactants are: [F:1][C:2]([F:10])([F:9])[C:3](=O)[CH2:4][C:5]([O-:7])=O.[OH-].[K+].[CH3:13][O:14][C:15](=[O:18])[CH2:16]Br.[C:19]1([NH2:26])[CH:24]=[CH:23][CH:22]=[C:21]([NH2:25])[CH:20]=1. Given the product [NH2:25][C:21]1[CH:20]=[C:19]2[C:24]([C:3]([C:2]([F:1])([F:10])[F:9])=[C:4]([CH2:16][C:15]([O:14][CH3:13])=[O:18])[C:5](=[O:7])[NH:26]2)=[CH:23][CH:22]=1, predict the reactants needed to synthesize it. (8) Given the product [F:12][C:11]([F:14])([F:13])[CH2:10][CH2:9][CH:8]([NH:15][C:16]1[CH:25]=[CH:24][C:19]([C:20]([O:22][CH3:23])=[O:21])=[CH:18][CH:17]=1)[C:5]1[CH:6]=[CH:7][C:2]([N:28]2[CH:29]=[C:30]3[C:35]([CH2:34][CH2:33][CH2:32][CH2:31]3)=[N:27]2)=[CH:3][C:4]=1[CH3:26], predict the reactants needed to synthesize it. The reactants are: Br[C:2]1[CH:7]=[CH:6][C:5]([CH:8]([NH:15][C:16]2[CH:25]=[CH:24][C:19]([C:20]([O:22][CH3:23])=[O:21])=[CH:18][CH:17]=2)[CH2:9][CH2:10][C:11]([F:14])([F:13])[F:12])=[C:4]([CH3:26])[CH:3]=1.[NH:27]1[C:35]2[CH2:34][CH2:33][CH2:32][CH2:31][C:30]=2[CH:29]=[N:28]1.CN[C@@H]1CCCC[C@H]1NC.C(=O)([O-])[O-].[K+].[K+]. (9) Given the product [CH2:10]([C:9]1[CH:14]=[CH:15][C:6]([CH:4]([CH3:5])[C:2](=[O:3])[CH2:31][C:32]([OH:27])=[O:17])=[CH:7][CH:8]=1)[CH:11]([CH3:13])[CH3:12], predict the reactants needed to synthesize it. The reactants are: O[C:2]([CH:4]([C:6]1[CH:15]=[CH:14][C:9]([CH2:10][CH:11]([CH3:13])[CH3:12])=[CH:8][CH:7]=1)[CH3:5])=[O:3].S(Cl)(Cl)=[O:17].N1C=CC=CC=1.Cl.[O:27]1[CH2:32][CH2:31]OCC1.